From a dataset of Peptide-MHC class II binding affinity with 134,281 pairs from IEDB. Regression. Given a peptide amino acid sequence and an MHC pseudo amino acid sequence, predict their binding affinity value. This is MHC class II binding data. (1) The peptide sequence is NGILKKLSSIKSKSR. The MHC is DRB1_0404 with pseudo-sequence DRB1_0404. The binding affinity (normalized) is 0.379. (2) The binding affinity (normalized) is 0.450. The MHC is DRB1_0701 with pseudo-sequence DRB1_0701. The peptide sequence is AFEVAATAANAAPAN. (3) The peptide sequence is YDKWLANVSTVLTGK. The MHC is DRB1_0101 with pseudo-sequence DRB1_0101. The binding affinity (normalized) is 0.824. (4) The peptide sequence is SQDLELCWNLNGLQAY. The MHC is DRB1_0802 with pseudo-sequence DRB1_0802. The binding affinity (normalized) is 0.447. (5) The peptide sequence is KIVSLIKNLLVALKD. The MHC is DRB3_0202 with pseudo-sequence DRB3_0202. The binding affinity (normalized) is 0.617. (6) The peptide sequence is RMRRPTGKVTLEADV. The MHC is DRB1_0301 with pseudo-sequence DRB1_0301. The binding affinity (normalized) is 0.500.